Dataset: Peptide-MHC class I binding affinity with 185,985 pairs from IEDB/IMGT. Task: Regression. Given a peptide amino acid sequence and an MHC pseudo amino acid sequence, predict their binding affinity value. This is MHC class I binding data. (1) The MHC is HLA-A02:01 with pseudo-sequence HLA-A02:01. The peptide sequence is YLSSVLLAL. The binding affinity (normalized) is 1.00. (2) The peptide sequence is LLALLSCISV. The MHC is HLA-A68:02 with pseudo-sequence HLA-A68:02. The binding affinity (normalized) is 0.279.